This data is from Catalyst prediction with 721,799 reactions and 888 catalyst types from USPTO. The task is: Predict which catalyst facilitates the given reaction. Reactant: [N:1]1[N:2]([C:6]2[CH:14]=[CH:13][CH:12]=[CH:11][C:7]=2[C:8]([OH:10])=O)[N:3]=[CH:4][CH:5]=1.C1C=CC2N(O)N=NC=2C=1.O.CCN=C=NCCCN(C)C.Cl.[CH2:38]([NH:40][CH2:41][CH2:42][C:43]1[CH:47]=[CH:46][N:45]([C:48]2[CH:53]=[CH:52][C:51]([F:54])=[CH:50][N:49]=2)[N:44]=1)[CH3:39].C([O-])(O)=O.[Na+]. Product: [CH2:38]([N:40]([CH2:41][CH2:42][C:43]1[CH:47]=[CH:46][N:45]([C:48]2[CH:53]=[CH:52][C:51]([F:54])=[CH:50][N:49]=2)[N:44]=1)[C:8](=[O:10])[C:7]1[CH:11]=[CH:12][CH:13]=[CH:14][C:6]=1[N:2]1[N:1]=[CH:5][CH:4]=[N:3]1)[CH3:39]. The catalyst class is: 3.